Dataset: Full USPTO retrosynthesis dataset with 1.9M reactions from patents (1976-2016). Task: Predict the reactants needed to synthesize the given product. (1) The reactants are: Cl[CH2:2][CH2:3][CH:4]1[CH2:12][CH2:11][CH2:10][C:9]2[N:8]([CH3:13])[CH:7]=[CH:6][C:5]1=2.[CH3:14][NH:15][CH2:16][C:17]1[CH:22]=[CH:21][CH:20]=[CH:19][CH:18]=1.C([O-])([O-])=O.[K+].[K+].[Na+].[I-]. Given the product [CH2:16]([N:15]([CH3:14])[CH2:2][CH2:3][CH:4]1[CH2:12][CH2:11][CH2:10][C:9]2[N:8]([CH3:13])[CH:7]=[CH:6][C:5]1=2)[C:17]1[CH:22]=[CH:21][CH:20]=[CH:19][CH:18]=1, predict the reactants needed to synthesize it. (2) Given the product [F:1][C:2]1[CH:3]=[CH:4][C:5]([S:8]([N:11]([CH3:31])[C@@H:12]2[CH:28]=[CH:29][C:15]3[N:14]([C:18]4[N:19]=[CH:20][CH:21]=[CH:22][C:17]=4[C:16]=3[CH2:23][C:24]([O:26][CH3:27])=[O:25])[CH2:13]2)(=[O:9])=[O:10])=[CH:6][CH:7]=1, predict the reactants needed to synthesize it. The reactants are: [F:1][C:2]1[CH:7]=[CH:6][C:5]([S:8]([N:11]([CH3:31])[C@H:12]([CH2:28][CH:29]=O)[CH2:13][N:14]2[C:18]3=[N:19][CH:20]=[CH:21][CH:22]=[C:17]3[C:16]([CH2:23][C:24]([O:26][CH3:27])=[O:25])=[CH:15]2)(=[O:10])=[O:9])=[CH:4][CH:3]=1.CC1C=CC(S([O-])(=O)=O)=CC=1.C1C=C[NH+]=CC=1. (3) The reactants are: C(=O)([O-])[O-].[Cs+].[Cs+].[CH2:7](Br)[CH:8]1[O:12][CH2:11][CH2:10][CH2:9]1.[NH2:14][C:15]1[C:24]2[N:25]=[C:26]([CH2:31][O:32][CH2:33][CH3:34])[N:27]([CH2:28][CH2:29][CH3:30])[C:23]=2[C:22]2[CH:21]=[C:20]([OH:35])[CH:19]=[CH:18][C:17]=2[N:16]=1.[Cl-].[Na+]. Given the product [CH2:33]([O:32][CH2:31][C:26]1[N:27]([CH2:28][CH2:29][CH3:30])[C:23]2[C:22]3[CH:21]=[C:20]([O:35][CH2:7][CH:8]4[CH2:9][CH2:10][CH2:11][O:12]4)[CH:19]=[CH:18][C:17]=3[N:16]=[C:15]([NH2:14])[C:24]=2[N:25]=1)[CH3:34], predict the reactants needed to synthesize it. (4) Given the product [NH:8]1[CH2:12][CH2:11][CH2:10][CH:9]1[C:13]([O:15][CH2:16][CH2:17][CH2:18][C:19]1[CH:20]=[N:21][CH:22]=[CH:23][CH:24]=1)=[O:14], predict the reactants needed to synthesize it. The reactants are: C(OC([N:8]1[CH2:12][CH2:11][CH2:10][C@H:9]1[C:13]([O:15][CH2:16][CH2:17][CH2:18][C:19]1[CH:20]=[N:21][CH:22]=[CH:23][CH:24]=1)=[O:14])=O)(C)(C)C.C(=O)([O-])[O-].[K+].[K+]. (5) The reactants are: Cl[C:2]1[N:7]=[C:6]([O:8][CH2:9][C@H:10]2[CH2:14][CH2:13][CH2:12][O:11]2)[N:5]=[C:4]([N:15]2[CH2:20][CH2:19][CH:18]([CH2:21][O:22][C:23]3[C:24]([NH2:35])=[N:25][CH:26]=[C:27]([C:29]4[N:30]=[CH:31][N:32]([CH3:34])[CH:33]=4)[CH:28]=3)[CH2:17][CH2:16]2)[CH:3]=1.[NH2:36][C@H:37]([CH3:40])[CH2:38][OH:39].CCN(C(C)C)C(C)C.C1C=CC(P(C2C(C3C(P(C4C=CC=CC=4)C4C=CC=CC=4)=CC=C4C=3C=CC=C4)=C3C(C=CC=C3)=CC=2)C2C=CC=CC=2)=CC=1.[CH3:96][OH:97]. Given the product [NH2:35][C:24]1[C:23]([O:22][CH2:21][CH:18]2[CH2:19][CH2:20][N:15]([C:4]3[N:5]=[C:6]([O:8][CH2:9][C@H:10]4[CH2:14][CH2:13][CH2:12][O:11]4)[N:7]=[C:2]([C:96]([NH:36][C@H:37]([CH3:40])[CH2:38][OH:39])=[O:97])[CH:3]=3)[CH2:16][CH2:17]2)=[CH:28][C:27]([C:29]2[N:30]=[CH:31][N:32]([CH3:34])[CH:33]=2)=[CH:26][N:25]=1, predict the reactants needed to synthesize it.